Dataset: Catalyst prediction with 721,799 reactions and 888 catalyst types from USPTO. Task: Predict which catalyst facilitates the given reaction. (1) Reactant: [F:1][C:2]1[CH:3]=[N:4][C:5]2[C:10]([C:11]=1[CH2:12][CH2:13][C:14]13[CH2:21][CH2:20][C:17]([NH:22]C(=O)OC(C)(C)C)([CH2:18][CH2:19]1)[CH2:16][O:15]3)=[CH:9][C:8]([O:30][CH3:31])=[C:7]([F:32])[CH:6]=2.FC(F)(F)C(O)=O. Product: [F:1][C:2]1[CH:3]=[N:4][C:5]2[C:10]([C:11]=1[CH2:12][CH2:13][C:14]13[CH2:21][CH2:20][C:17]([NH2:22])([CH2:18][CH2:19]1)[CH2:16][O:15]3)=[CH:9][C:8]([O:30][CH3:31])=[C:7]([F:32])[CH:6]=2. The catalyst class is: 4. (2) Reactant: [C:1]([C:5]1[N:10]=[C:9]([NH:11][CH2:12][CH2:13][CH2:14][O:15][CH3:16])[C:8]([C:17]([N:19]([CH2:39][CH:40]([CH3:42])[CH3:41])[C@H:20]2[CH2:25][C@@H:24]([C:26](=[O:31])N(OC)C)[CH2:23][N:22]([C:32]([O:34][C:35]([CH3:38])([CH3:37])[CH3:36])=[O:33])[CH2:21]2)=[O:18])=[CH:7][N:6]=1)([CH3:4])([CH3:3])[CH3:2].[CH3:43][Mg]Br.[Cl-].[NH4+]. Product: [C:26]([C@@H:24]1[CH2:25][C@H:20]([N:19]([C:17]([C:8]2[C:9]([NH:11][CH2:12][CH2:13][CH2:14][O:15][CH3:16])=[N:10][C:5]([C:1]([CH3:4])([CH3:3])[CH3:2])=[N:6][CH:7]=2)=[O:18])[CH2:39][CH:40]([CH3:42])[CH3:41])[CH2:21][N:22]([C:32]([O:34][C:35]([CH3:38])([CH3:36])[CH3:37])=[O:33])[CH2:23]1)(=[O:31])[CH3:43]. The catalyst class is: 7. (3) Reactant: [N:1]1[CH:6]=[CH:5][CH:4]=[CH:3][C:2]=1[CH:7]=O.[C:9]1([CH3:24])[CH:14]=[CH:13][CH:12]=[CH:11][C:10]=1[CH:15]([C:17]1[CH:22]=[CH:21][CH:20]=[CH:19][C:18]=1[CH3:23])[NH2:16].O. Product: [N:1]1[CH:6]=[CH:5][CH:4]=[CH:3][C:2]=1/[CH:7]=[N:16]/[CH:15]([C:10]1[CH:11]=[CH:12][CH:13]=[CH:14][C:9]=1[CH3:24])[C:17]1[CH:22]=[CH:21][CH:20]=[CH:19][C:18]=1[CH3:23]. The catalyst class is: 2. (4) Reactant: [CH2:1]([N:3]([CH2:11][C:12]1[CH:13]=[N:14][CH:15]=[C:16]([C:19]2[CH:20]=[C:21]3[C:25](=[CH:26][CH:27]=2)[N:24](C2CCCCO2)[N:23]=[C:22]3[C:34]2[NH:35][C:36]([C:39]([NH:41][CH2:42][C:43]3[CH:48]=[CH:47][CH:46]=[CH:45][N:44]=3)=[O:40])=[CH:37][N:38]=2)[C:17]=1[CH3:18])C(=O)OC(C)(C)C)[CH3:2]. Product: [CH2:1]([NH:3][CH2:11][C:12]1[C:17]([CH3:18])=[C:16]([C:19]2[CH:20]=[C:21]3[C:25](=[CH:26][CH:27]=2)[NH:24][N:23]=[C:22]3[C:34]2[NH:35][C:36]([C:39]([NH:41][CH2:42][C:43]3[CH:48]=[CH:47][CH:46]=[CH:45][N:44]=3)=[O:40])=[CH:37][N:38]=2)[CH:15]=[N:14][CH:13]=1)[CH3:2]. The catalyst class is: 2.